This data is from Catalyst prediction with 721,799 reactions and 888 catalyst types from USPTO. The task is: Predict which catalyst facilitates the given reaction. (1) Reactant: [Cl:1][C:2]1[C:7]([C:8]([NH2:10])=[O:9])=[C:6]([OH:11])[C:5]([NH:12][C:13]2[C:16](=[O:17])[C:15](=[O:18])[C:14]=2Cl)=[CH:4][CH:3]=1.[CH3:20][O:21][C:22]1[CH:28]=[CH:27][CH:26]=[CH:25][C:23]=1[NH2:24]. Product: [Cl:1][C:2]1[C:7]([C:8]([NH2:10])=[O:9])=[C:6]([OH:11])[C:5]([NH:12][C:13]2[C:16](=[O:17])[C:15](=[O:18])[C:14]=2[NH:24][C:23]2[CH:25]=[CH:26][CH:27]=[CH:28][C:22]=2[O:21][CH3:20])=[CH:4][CH:3]=1. The catalyst class is: 16. (2) Reactant: [CH2:1]([O:3][C:4](=[O:20])[C:5]1[CH:10]=[C:9]([C:11]2[CH:16]=[CH:15][C:14]([C:17]#[N:18])=[C:13](F)[CH:12]=2)[CH:8]=[N:7][CH:6]=1)[CH3:2].C([O-])(=[O:23])C.[K+].C1OCCOCCOCCOCCOCCOC1.C(=O)([O-])[O-].[Na+].[Na+]. The catalyst class is: 23. Product: [CH2:1]([O:3][C:4](=[O:20])[C:5]1[CH:10]=[C:9]([C:11]2[CH:16]=[CH:15][C:14]([C:17]#[N:18])=[C:13]([OH:23])[CH:12]=2)[CH:8]=[N:7][CH:6]=1)[CH3:2]. (3) Reactant: CS(Cl)(=O)=O.[N:6]1([CH2:11][CH2:12][NH:13][C:14]2[N:19]=[C:18]([C:20]3[S:24][C:23]4[C:25]([C:29]5[CH:34]=[C:33]([F:35])[N:32]=[CH:31][C:30]=5[CH:36](O)[CH3:37])=[CH:26][CH:27]=[CH:28][C:22]=4[CH:21]=3)[C:17]([F:39])=[CH:16][N:15]=2)[CH:10]=[CH:9][N:8]=[N:7]1.C(N(CC)CC)C.[CH:47]1([NH2:50])[CH2:49][CH2:48]1. Product: [N:6]1([CH2:11][CH2:12][NH:13][C:14]2[N:19]=[C:18]([C:20]3[S:24][C:23]4[C:25]([C:29]5[C:30]([CH:36]([NH:50][CH:47]6[CH2:49][CH2:48]6)[CH3:37])=[CH:31][N:32]=[C:33]([F:35])[CH:34]=5)=[CH:26][CH:27]=[CH:28][C:22]=4[CH:21]=3)[C:17]([F:39])=[CH:16][N:15]=2)[CH:10]=[CH:9][N:8]=[N:7]1. The catalyst class is: 2. (4) Reactant: C([O:5][C:6](=O)[NH:7][CH:8]([CH3:33])[C:9]([N:11]1[CH2:15][CH2:14][CH2:13][CH:12]1[C:16](=[O:32])[NH:17][CH:18]1[CH2:22][C:21](=[O:23])[O:20][CH:19]1[O:24][CH2:25][C:26]1[CH:31]=[CH:30][CH:29]=[CH:28][CH:27]=1)=[O:10])(C)(C)C.C(O)(C(F)(F)F)=O.CCN(C(C)C)C(C)C.[NH2:51][C:52]1[CH:60]=[CH:59][C:55](C(O)=O)=[CH:54][C:53]=1[Cl:61].C1C=CC2N(O)N=NC=2C=1.C(Cl)CCl. Product: [CH2:25]([O:24][CH:19]1[CH:18]([NH:17][C:16]([CH:12]2[CH2:13][CH2:14][CH2:15][N:11]2[C:9](=[O:10])[CH:8]([NH:7][C:6](=[O:5])[C:55]2[CH:59]=[CH:60][C:52]([NH2:51])=[C:53]([Cl:61])[CH:54]=2)[CH3:33])=[O:32])[CH2:22][C:21](=[O:23])[O:20]1)[C:26]1[CH:27]=[CH:28][CH:29]=[CH:30][CH:31]=1. The catalyst class is: 2.